This data is from Full USPTO retrosynthesis dataset with 1.9M reactions from patents (1976-2016). The task is: Predict the reactants needed to synthesize the given product. Given the product [Br:1][C:2]1[CH:10]=[CH:9][C:5]([CH2:6][OH:7])=[CH:4][C:3]=1[F:11], predict the reactants needed to synthesize it. The reactants are: [Br:1][C:2]1[CH:10]=[CH:9][C:5]([C:6](O)=[O:7])=[CH:4][C:3]=1[F:11].O.